From a dataset of Full USPTO retrosynthesis dataset with 1.9M reactions from patents (1976-2016). Predict the reactants needed to synthesize the given product. The reactants are: [CH3:1][C:2]1[CH:20]=[CH:19][C:18]([N+:21]([O-])=O)=[CH:17][C:3]=1[O:4][C:5]1[CH:6]=[CH:7][C:8]([N+:14]([O-])=O)=[C:9]([CH:13]=1)[C:10]([OH:12])=[O:11]. Given the product [NH2:14][C:8]1[CH:7]=[CH:6][C:5]([O:4][C:3]2[CH:17]=[C:18]([NH2:21])[CH:19]=[CH:20][C:2]=2[CH3:1])=[CH:13][C:9]=1[C:10]([OH:12])=[O:11], predict the reactants needed to synthesize it.